From a dataset of Full USPTO retrosynthesis dataset with 1.9M reactions from patents (1976-2016). Predict the reactants needed to synthesize the given product. (1) Given the product [CH3:34][O:33][C:31](=[O:32])[NH:1][CH2:2][C@@H:3]1[O:7][C:6](=[O:8])[N:5]([C:9]2[CH:22]=[CH:21][C:12]3[C:13]4[O:14][N:15]=[CH:16][C:17]=4[CH2:18][CH2:19][CH2:20][C:11]=3[CH:10]=2)[CH2:4]1, predict the reactants needed to synthesize it. The reactants are: [NH2:1][CH2:2][C@@H:3]1[O:7][C:6](=[O:8])[N:5]([C:9]2[CH:22]=[CH:21][C:12]3[C:13]4[O:14][N:15]=[CH:16][C:17]=4[CH2:18][CH2:19][CH2:20][C:11]=3[CH:10]=2)[CH2:4]1.C(N(CC)CC)C.Cl[C:31]([O:33][CH3:34])=[O:32]. (2) Given the product [Cl:26][C:25]1[C:20]([CH:18]([C:10]2[C:11]3[C:12](=[N:13][CH:14]=[C:15]([C:46]4[CH:45]=[N:44][N:43]([C@H:40]5[CH2:41][CH2:42][C@H:37]([OH:36])[CH2:38][CH2:39]5)[C:47]=4[CH3:48])[CH:16]=3)[NH:8][CH:9]=2)[CH3:19])=[C:21]([OH:28])[C:22]([F:27])=[CH:23][CH:24]=1, predict the reactants needed to synthesize it. The reactants are: C(OC([N:8]1[C:12]2=[N:13][CH:14]=[C:15](Br)[CH:16]=[C:11]2[C:10]([CH:18]([C:20]2[C:25]([Cl:26])=[CH:24][CH:23]=[C:22]([F:27])[C:21]=2[OH:28])[CH3:19])=[CH:9]1)=O)(C)(C)C.[Si]([O:36][C@H:37]1[CH2:42][CH2:41][C@H:40]([N:43]2[C:47]([CH3:48])=[C:46](B3OC(C)(C)C(C)(C)O3)[CH:45]=[N:44]2)[CH2:39][CH2:38]1)(C(C)(C)C)(C)C.C(=O)([O-])[O-].[K+].[K+].O1CCOCC1.O.Cl.O. (3) Given the product [Cl:1][C:2]1[CH:11]=[C:6]([C:7]2[CH:13]=[C:12]([C:14]3[CH:19]=[CH:18][CH:17]=[CH:16][CH:15]=3)[O:9][N:8]=2)[CH:5]=[N:4][CH:3]=1, predict the reactants needed to synthesize it. The reactants are: [Cl:1][C:2]1[CH:3]=[N:4][CH:5]=[C:6]([CH:11]=1)[C:7](Cl)=[N:8][OH:9].[C:12]([C:14]1[CH:19]=[CH:18][CH:17]=[CH:16][CH:15]=1)#[CH:13].N. (4) Given the product [Cl:1][C:2]1[CH:3]=[CH:4][C:5]2[N:11]3[C:12]([C:15]([F:17])([F:16])[F:18])=[N:13][N:14]=[C:10]3[C@@H:9]([CH2:19][C:20]([N:22]3[CH2:23][CH2:24][CH:25]([CH2:28][C:29]([OH:31])=[O:30])[CH2:26][CH2:27]3)=[O:21])[O:8][C@H:7]([C:36]3[CH:41]=[CH:40][CH:39]=[C:38]([O:42][CH3:43])[C:37]=3[Cl:44])[C:6]=2[CH:45]=1, predict the reactants needed to synthesize it. The reactants are: [Cl:1][C:2]1[CH:3]=[CH:4][C:5]2[N:11]3[C:12]([C:15]([F:18])([F:17])[F:16])=[N:13][N:14]=[C:10]3[C@@H:9]([CH2:19][C:20]([N:22]3[CH2:27][CH2:26][CH:25]([CH2:28][C:29]([O:31]C(C)(C)C)=[O:30])[CH2:24][CH2:23]3)=[O:21])[O:8][C@H:7]([C:36]3[CH:41]=[CH:40][CH:39]=[C:38]([O:42][CH3:43])[C:37]=3[Cl:44])[C:6]=2[CH:45]=1.FC(F)(F)C(O)=O.